This data is from Human liver microsome stability data. The task is: Regression/Classification. Given a drug SMILES string, predict its absorption, distribution, metabolism, or excretion properties. Task type varies by dataset: regression for continuous measurements (e.g., permeability, clearance, half-life) or binary classification for categorical outcomes (e.g., BBB penetration, CYP inhibition). Dataset: hlm. The compound is O=C(C=Cc1cc(Cl)ccc1-n1cnnn1)N[C@H]1CCCCC(=O)Nc2ccccc2-c2c[nH]c1n2. The result is 1 (stable in human liver microsomes).